From a dataset of Forward reaction prediction with 1.9M reactions from USPTO patents (1976-2016). Predict the product of the given reaction. Given the reactants [NH2:1][CH2:2][C:3]1([F:16])[CH2:8][CH2:7][N:6]([C:9]([O:11][C:12]([CH3:15])([CH3:14])[CH3:13])=[O:10])[CH2:5][CH2:4]1.[N+](C1C=CC([O:24][C:25]([O:27][CH2:28][C:29]2[O:33][N:32]=[C:31]([C:34]([O:36][CH2:37][CH3:38])=[O:35])[CH:30]=2)=O)=CC=1)([O-])=O, predict the reaction product. The product is: [CH2:37]([O:36][C:34]([C:31]1[CH:30]=[C:29]([CH2:28][O:27][C:25]([NH:1][CH2:2][C:3]2([F:16])[CH2:4][CH2:5][N:6]([C:9]([O:11][C:12]([CH3:13])([CH3:15])[CH3:14])=[O:10])[CH2:7][CH2:8]2)=[O:24])[O:33][N:32]=1)=[O:35])[CH3:38].